Dataset: Forward reaction prediction with 1.9M reactions from USPTO patents (1976-2016). Task: Predict the product of the given reaction. (1) Given the reactants Br[CH2:2][CH2:3][C:4]1[N:9]=[C:8]([NH:10][C:11]2[CH:12]=[N:13][CH:14]=[CH:15][CH:16]=2)[CH:7]=[C:6]([C:17]2[CH:22]=[CH:21][CH:20]=[C:19]([O:23][CH3:24])[CH:18]=2)[N:5]=1.[NH:25]1[CH2:30][CH2:29][O:28][CH2:27][CH2:26]1.O, predict the reaction product. The product is: [CH3:24][O:23][C:19]1[CH:18]=[C:17]([C:6]2[N:5]=[C:4]([CH2:3][CH2:2][N:25]3[CH2:30][CH2:29][O:28][CH2:27][CH2:26]3)[N:9]=[C:8]([NH:10][C:11]3[CH:12]=[N:13][CH:14]=[CH:15][CH:16]=3)[CH:7]=2)[CH:22]=[CH:21][CH:20]=1. (2) The product is: [O:33]=[S:2]1(=[O:1])[CH2:6][CH2:5][CH2:4][N:3]1[CH2:7][C:8]1[CH:9]=[C:10]([C:21](=[O:32])[CH2:22][C:23]([C:25]2[N:26]=[CH:27][N:35]([CH3:34])[CH:30]=2)=[O:24])[CH:11]=[C:12]([CH2:14][C:15]2[CH:20]=[CH:19][CH:18]=[CH:17][N:16]=2)[CH:13]=1. Given the reactants [O:1]=[S:2]1(=[O:33])[CH2:6][CH2:5][CH2:4][N:3]1[CH2:7][C:8]1[CH:9]=[C:10]([C:21](=[O:32])[CH2:22][C:23]([C:25]2[CH:30]=C(C)C=[CH:27][N:26]=2)=[O:24])[CH:11]=[C:12]([CH2:14][C:15]2[CH:20]=[CH:19][CH:18]=[CH:17][N:16]=2)[CH:13]=1.[CH3:34][N:35]1C=C(C(OC)=O)N=C1, predict the reaction product.